This data is from Reaction yield outcomes from USPTO patents with 853,638 reactions. The task is: Predict the reaction yield, written as a fraction of the theoretical maximum amount of product (1.0 means a 100% yield; for example, 0.34 means a 34% yield). (1) The reactants are [CH3:1][C:2]1([CH3:13])[CH2:6][O:5][CH:4]([C:7]([O:9]CC)=O)[C:3]1=O.Cl.[Br:15][C:16]1[CH:24]=[CH:23][C:19]([C:20](=[NH:22])[NH2:21])=[CH:18][CH:17]=1.C[O-].[Na+]. The catalyst is CO.C(OCC)(=O)C. The product is [Br:15][C:16]1[CH:24]=[CH:23][C:19]([C:20]2[N:21]=[C:7]([OH:9])[C:4]3[O:5][CH2:6][C:2]([CH3:1])([CH3:13])[C:3]=3[N:22]=2)=[CH:18][CH:17]=1. The yield is 0.128. (2) The yield is 0.470. The product is [CH:5]1([CH2:8][NH:9][C:16]2[S:15][CH2:14][C:13](=[O:12])[N:17]=2)[CH2:7][CH2:6]1. The reactants are C([O-])(=O)C.[CH:5]1([CH2:8][NH3+:9])[CH2:7][CH2:6]1.C([O:12][C:13](=O)[CH2:14][S:15][C:16]#[N:17])C. No catalyst specified. (3) The product is [I:21][C:2]1[CH:15]=[CH:14][C:13]2[C:12]3[C:7](=[CH:8][CH:9]=[CH:10][CH:11]=3)[CH2:6][CH2:5][C:4]=2[CH:3]=1. The catalyst is ClCCl.C(O)(=O)C. The yield is 0.620. The reactants are N[C:2]1[CH:15]=[CH:14][C:13]2[C:12]3[C:7](=[CH:8][CH:9]=[CH:10][CH:11]=3)[CH2:6][CH2:5][C:4]=2[CH:3]=1.Cl.N([O-])=O.[Na+].[I-:21].[K+]. (4) The reactants are [NH2:1][C:2]1[C:7]([CH2:8][C:9]2[CH:14]=[CH:13][CH:12]=[CH:11][CH:10]=2)=[N:6][C:5]([C:15]2[CH:20]=[CH:19][C:18]([O:21][CH3:22])=[CH:17][C:16]=2C=C)=[C:4]([CH:25]=[CH2:26])[N:3]=1. The catalyst is CC1C=C(C)C(N2C(=[Ru](Cl)(Cl)=CC3C=CC=CC=3OC(C)C)N(C3C(C)=CC(C)=CC=3C)CC2)=C(C)C=1.ClCCCl. The product is [NH2:1][C:2]1[C:7]([CH2:8][C:9]2[CH:14]=[CH:13][CH:12]=[CH:11][CH:10]=2)=[N:6][C:5]2[C:15]3[CH:20]=[CH:19][C:18]([O:21][CH3:22])=[CH:17][C:16]=3[CH:26]=[CH:25][C:4]=2[N:3]=1. The yield is 0.253.